From a dataset of Reaction yield outcomes from USPTO patents with 853,638 reactions. Predict the reaction yield, written as a fraction of the theoretical maximum amount of product (1.0 means a 100% yield; for example, 0.34 means a 34% yield). (1) The reactants are [F:1][C:2]1[N:6]([CH3:7])[N:5]=[C:4]([C:8]([F:11])([F:10])[F:9])[C:3]=1[CH:12]=[O:13].[BH4-].[Na+].O.C(OCC)(=O)C. The catalyst is CO. The product is [F:1][C:2]1[N:6]([CH3:7])[N:5]=[C:4]([C:8]([F:10])([F:9])[F:11])[C:3]=1[CH2:12][OH:13]. The yield is 0.954. (2) The reactants are [Cl:1][C:2]1[CH:3]=[N:4][N:5]([C:7]2([C:10]3[NH:31][C:13]4=[N:14][C:15]([N:18]5[CH2:23][CH2:22][CH2:21][C@@H:20]([C:24]([N:26]6[CH2:30][CH2:29][CH2:28][CH2:27]6)=[O:25])[CH2:19]5)=[CH:16][CH:17]=[C:12]4[N:11]=3)[CH2:9][CH2:8]2)[CH:6]=1.[CH3:32][S:33]([OH:36])(=[O:35])=[O:34]. The catalyst is C(#N)C. The product is [CH3:32][S:33]([OH:36])(=[O:35])=[O:34].[Cl:1][C:2]1[CH:3]=[N:4][N:5]([C:7]2([C:10]3[NH:31][C:13]4=[N:14][C:15]([N:18]5[CH2:23][CH2:22][CH2:21][C@@H:20]([C:24]([N:26]6[CH2:27][CH2:28][CH2:29][CH2:30]6)=[O:25])[CH2:19]5)=[CH:16][CH:17]=[C:12]4[N:11]=3)[CH2:9][CH2:8]2)[CH:6]=1. The yield is 0.730. (3) The reactants are C(=O)([O-])[O-].[Na+].[Na+].O.Br[C:9]1[CH:10]=[CH:11][C:12]2[O:17][CH2:16][C:15](=[O:18])[NH:14][C:13]=2[CH:19]=1.[C:20]([O:24][CH:25]([C:31]1[C:35](B2OC(C)(C)C(C)(C)O2)=[C:34]([CH3:45])[S:33][C:32]=1[CH3:46])[C:26]([O:28][CH2:29][CH3:30])=[O:27])([CH3:23])([CH3:22])[CH3:21]. The catalyst is CN(C)C=O. The product is [C:20]([O:24][CH:25]([C:31]1[C:35]([C:9]2[CH:10]=[CH:11][C:12]3[O:17][CH2:16][C:15](=[O:18])[NH:14][C:13]=3[CH:19]=2)=[C:34]([CH3:45])[S:33][C:32]=1[CH3:46])[C:26]([O:28][CH2:29][CH3:30])=[O:27])([CH3:23])([CH3:22])[CH3:21]. The yield is 0.330. (4) The product is [C:1]([CH:3]([CH2:19][C:20]([C:22]1[C:23]([F:29])=[CH:24][CH:25]=[CH:26][C:27]=1[F:28])=[O:21])[C:4]([O:6][CH2:7][CH3:8])=[O:5])#[N:2]. The yield is 0.810. The reactants are [C:1]([CH2:3][C:4]([O:6][CH2:7][CH3:8])=[O:5])#[N:2].C(N(C(C)C)CC)(C)C.Br[CH2:19][C:20]([C:22]1[C:27]([F:28])=[CH:26][CH:25]=[CH:24][C:23]=1[F:29])=[O:21]. The catalyst is O1CCCC1.